From a dataset of Forward reaction prediction with 1.9M reactions from USPTO patents (1976-2016). Predict the product of the given reaction. (1) Given the reactants [Li+].CC([N-]C(C)C)C.C(NC(C)C)(C)C.[Li]CCCC.[CH3:21][N:22]1[CH:26]=[CH:25][C:24]([CH3:27])=[N:23]1.CN1C(C)=CC=N1.[CH2:35]([Sn:39](Cl)([CH2:44][CH2:45][CH2:46][CH3:47])[CH2:40][CH2:41][CH2:42][CH3:43])[CH2:36][CH2:37][CH3:38], predict the reaction product. The product is: [CH3:21][N:22]1[C:26]([Sn:39]([CH2:40][CH2:41][CH2:42][CH3:43])([CH2:44][CH2:45][CH2:46][CH3:47])[CH2:35][CH2:36][CH2:37][CH3:38])=[CH:25][C:24]([CH3:27])=[N:23]1. (2) Given the reactants Cl[C:2]1[C:7]2[S:8][C:9]([C:25]([OH:27])=[O:26])=[C:10]([CH2:11][CH2:12][CH2:13][O:14][C:15]3[C:24]4[C:19](=[CH:20][CH:21]=[CH:22][CH:23]=4)[CH:18]=[CH:17][CH:16]=3)[C:6]=2[CH:5]=[CH:4][CH:3]=1.CC(C1C=C(C(C)C)C(C2C(P(C3CCCCC3)C3CCCCC3)=C(OC)C=CC=2OC)=C(C(C)C)C=1)C.[Li+].C[Si]([N-][Si](C)(C)C)(C)C.C1COCC1.[CH2:81]([NH2:88])[C:82]1[CH:87]=[CH:86][CH:85]=[CH:84][CH:83]=1, predict the reaction product. The product is: [CH2:81]([NH:88][C:2]1[C:7]2[S:8][C:9]([C:25]([OH:27])=[O:26])=[C:10]([CH2:11][CH2:12][CH2:13][O:14][C:15]3[C:24]4[C:19](=[CH:20][CH:21]=[CH:22][CH:23]=4)[CH:18]=[CH:17][CH:16]=3)[C:6]=2[CH:5]=[CH:4][CH:3]=1)[C:82]1[CH:87]=[CH:86][CH:85]=[CH:84][CH:83]=1.